Dataset: Reaction yield outcomes from USPTO patents with 853,638 reactions. Task: Predict the reaction yield, written as a fraction of the theoretical maximum amount of product (1.0 means a 100% yield; for example, 0.34 means a 34% yield). (1) The reactants are [F:1][C:2]1[CH:7]=[CH:6][C:5]([P:8]([C:34]2[CH:39]=[CH:38][C:37]([F:40])=[CH:36][CH:35]=2)[C:9]2[CH:10]=[CH:11][CH:12]=[C:13]3[C:17]=2[C@@:16]2(C4C(=CC=CC=4OS(C(F)(F)F)(=O)=O)[CH2:19][CH2:18]2)[CH2:15][CH2:14]3)=[CH:4][CH:3]=1.[CH:41]1([PH:47](=[O:54])[CH:48]2[CH2:53][CH2:52][CH2:51][CH2:50][CH2:49]2)[CH2:46][CH2:45][CH2:44][CH2:43][CH2:42]1.[C:55]1(P([C:55]2[CH:60]=[CH:59][CH:58]=[CH:57][CH:56]=2)CCCCP([C:55]2[CH:60]=[CH:59][CH:58]=[CH:57][CH:56]=2)[C:55]2[CH:60]=[CH:59][CH:58]=[CH:57][CH:56]=2)[CH:60]=[CH:59][CH:58]=[CH:57][CH:56]=1.CS(C)=O. The catalyst is CCOC(C)=O.CC([O-])=O.CC([O-])=O.[Pd+2]. The product is [CH:41]1([P:47]([CH:55]2[CH2:60][CH2:59][CH2:58][CH2:57][CH2:56]2)([C:48]2[CH:53]=[CH:52][CH:51]=[C:50]3[C:49]=2[C@@:16]2([C:17]4[C:13](=[CH:12][CH:11]=[CH:10][C:9]=4[P:8]([C:34]4[CH:35]=[CH:36][C:37]([F:40])=[CH:38][CH:39]=4)[C:5]4[CH:6]=[CH:7][C:2]([F:1])=[CH:3][CH:4]=4)[CH2:14][CH2:15]2)[CH2:18][CH2:19]3)=[O:54])[CH2:42][CH2:43][CH2:44][CH2:45][CH2:46]1. The yield is 0.870. (2) The reactants are [CH2:1]([N:4]1[CH:8]=[CH:7][N:6]=[C:5]1[CH:9]=O)[CH2:2][CH3:3].[CH:11](=[N:18]/[C:19]1[CH:27]=[CH:26]C=C2[C:20]=1[CH2:21][O:22]C2=O)\[C:12]1[CH:17]=[CH:16][CH:15]=[CH:14][CH:13]=1.C[O-].[Na+].[C:32]([O:36][CH2:37][CH3:38])(=[O:35])[CH2:33][CH3:34]. No catalyst specified. The product is [O:22]=[C:21]1[C:20]2[C:33]([C:32]([O:36][CH2:37][CH3:38])=[O:35])=[CH:34][CH:26]=[CH:27][C:19]=2[NH:18][CH:11]([C:12]2[CH:17]=[CH:16][CH:15]=[CH:14][CH:13]=2)[CH:9]1[C:5]1[N:4]([CH2:1][CH2:2][CH3:3])[CH:8]=[CH:7][N:6]=1. The yield is 0.300. (3) The reactants are [CH3:1][C:2]1[C:6]([C:7]([O:9][CH3:10])=[O:8])=[CH:5][NH:4][N:3]=1.[Cl:11][C:12]1[CH:17]=[CH:16][C:15](B(O)O)=[CH:14][CH:13]=1. The catalyst is C([O-])(=O)C.[Cu+2].C([O-])(=O)C.N1C=CC=CC=1. The product is [Cl:11][C:12]1[CH:17]=[CH:16][C:15]([N:4]2[CH:5]=[C:6]([C:7]([O:9][CH3:10])=[O:8])[C:2]([CH3:1])=[N:3]2)=[CH:14][CH:13]=1. The yield is 0.620. (4) The reactants are [CH:1]1([N:5]2[CH2:11][CH2:10][CH2:9][N:8]([C:12]([N:14]3[CH2:17][CH:16]([NH:18][C:19]4[CH:20]=[CH:21][C:22]([C:25]([NH:27][CH3:28])=[O:26])=[N:23][CH:24]=4)[CH2:15]3)=[O:13])[CH2:7][CH2:6]2)[CH2:4][CH2:3][CH2:2]1.[BH3-][C:30]#N.[Na+].C(O)(=O)C. The catalyst is CC#N.O.C=O. The product is [CH:1]1([N:5]2[CH2:11][CH2:10][CH2:9][N:8]([C:12]([N:14]3[CH2:15][CH:16]([N:18]([CH3:30])[C:19]4[CH:20]=[CH:21][C:22]([C:25]([NH:27][CH3:28])=[O:26])=[N:23][CH:24]=4)[CH2:17]3)=[O:13])[CH2:7][CH2:6]2)[CH2:4][CH2:3][CH2:2]1. The yield is 0.190. (5) The reactants are [CH3:1][C:2]1[CH:10]=[C:9]([CH3:11])[C:8]([C:12](=[O:15])[CH2:13][CH3:14])=[CH:7][C:3]=1[C:4]([OH:6])=[O:5].S(=O)(=O)(O)O.[CH3:21]O. No catalyst specified. The product is [CH3:1][C:2]1[CH:10]=[C:9]([CH3:11])[C:8]([C:12](=[O:15])[CH2:13][CH3:14])=[CH:7][C:3]=1[C:4]([O:6][CH3:21])=[O:5]. The yield is 0.700. (6) The reactants are C(C1C=CC(C(NC2C=CC(C3SC(CCC(O)=O)=NC=3)=CC=2)=O)=CC=1)(C)(C)C.[CH3:30][C:31]([CH3:63])([CH2:36][CH2:37][C:38]1[S:39][C:40]([C:43]2[CH:48]=[CH:47][C:46]([NH:49][C:50](=[O:62])[C:51]3[CH:56]=[CH:55][C:54]([C:57]4[O:61][CH:60]=[N:59][CH:58]=4)=[CH:53][CH:52]=3)=[CH:45][CH:44]=2)=[CH:41][N:42]=1)[C:32]([O:34]C)=[O:33]. No catalyst specified. The product is [CH3:30][C:31]([CH3:63])([CH2:36][CH2:37][C:38]1[S:39][C:40]([C:43]2[CH:48]=[CH:47][C:46]([NH:49][C:50](=[O:62])[C:51]3[CH:56]=[CH:55][C:54]([C:57]4[O:61][CH:60]=[N:59][CH:58]=4)=[CH:53][CH:52]=3)=[CH:45][CH:44]=2)=[CH:41][N:42]=1)[C:32]([OH:34])=[O:33]. The yield is 0.750. (7) The reactants are [CH2:1]([C:3]1[N:17]([C@@H:18]2[C:26]3[C:21](=[CH:22][C:23]([C:27]4[CH:32]=[CH:31][CH:30]=[CH:29][C:28]=4[C:33]4[N:37](C(C5C=CC=CC=5)(C5C=CC=CC=5)C5C=CC=CC=5)[N:36]=[N:35][N:34]=4)=[CH:24][CH:25]=3)[CH2:20][CH2:19]2)[C:6]2=[N:7][C:8]([C@@H](O)C(C)C)=[CH:9][C:10]([CH3:11])=[C:5]2[N:4]=1)[CH3:2].[H-].[Na+].[CH3:59]I.[CH2:61]1[CH2:65][O:64][CH2:63][CH2:62]1. No catalyst specified. The product is [NH:37]1[C:33]([C:28]2[CH:29]=[CH:30][CH:31]=[CH:32][C:27]=2[C:23]2[CH:22]=[C:21]3[C:26](=[CH:25][CH:24]=2)[C@@H:18]([N:17]2[C:6]4=[N:7][C:8]([C@@H:65]([O:64][CH3:63])[CH:61]([CH3:62])[CH3:59])=[CH:9][C:10]([CH3:11])=[C:5]4[N:4]=[C:3]2[CH2:1][CH3:2])[CH2:19][CH2:20]3)=[N:34][N:35]=[N:36]1. The yield is 0.800. (8) The reactants are C[O:2][C:3]([C:5]1([C:8]2[CH:9]=[CH:10][C:11]3[O:15][CH2:14][C:13]([CH3:17])([CH3:16])[C:12]=3[CH:18]=2)[CH2:7][CH2:6]1)=[O:4].[Li+].[OH-].Cl. The catalyst is CO. The product is [CH3:16][C:13]1([CH3:17])[C:12]2[CH:18]=[C:8]([C:5]3([C:3]([OH:4])=[O:2])[CH2:6][CH2:7]3)[CH:9]=[CH:10][C:11]=2[O:15][CH2:14]1. The yield is 0.410.